Dataset: Reaction yield outcomes from USPTO patents with 853,638 reactions. Task: Predict the reaction yield, written as a fraction of the theoretical maximum amount of product (1.0 means a 100% yield; for example, 0.34 means a 34% yield). (1) The reactants are [Cl:1][C:2]1[C:3]([CH3:18])=[C:4]([NH:10][C@H:11]([C@@H:15]([OH:17])[CH3:16])[C:12]([OH:14])=O)[CH:5]=[CH:6][C:7]=1[C:8]#[N:9].[Br:19][C:20]1[CH:29]=[CH:28][C:23]([C:24]([NH:26][NH2:27])=[O:25])=[CH:22][CH:21]=1.O.ON1C2C=CC=CC=2N=N1.Cl.CN(C)CCCN=C=NCC.CCN(CC)CC. The catalyst is C1COCC1. The product is [Br:19][C:20]1[CH:29]=[CH:28][C:23]([C:24]([NH:26][NH:27][C:12](=[O:14])[C@H:11]([NH:10][C:4]2[CH:5]=[CH:6][C:7]([C:8]#[N:9])=[C:2]([Cl:1])[C:3]=2[CH3:18])[C@@H:15]([OH:17])[CH3:16])=[O:25])=[CH:22][CH:21]=1. The yield is 0.760. (2) The reactants are [C:1]([O:5][C:6]([N:8]1[CH2:12][C@@H:11]([C:13](=[O:21])[NH:14][C:15]2[CH:20]=[CH:19][CH:18]=[CH:17][CH:16]=2)[C@H:10]([NH:22]C(OCC2C=CC=CC=2)=O)[CH2:9]1)=[O:7])([CH3:4])([CH3:3])[CH3:2].Cl[C:34]1[C:43]2[C:38](=[C:39]([C:44]([O:46][CH3:47])=[O:45])[CH:40]=[CH:41][CH:42]=2)[N:37]=[CH:36][N:35]=1.CCN(C(C)C)C(C)C. The catalyst is CO.C1COCC1.[Pd]. The product is [CH3:47][O:46][C:44]([C:39]1[CH:40]=[CH:41][CH:42]=[C:43]2[C:38]=1[N:37]=[CH:36][N:35]=[C:34]2[NH:22][C@H:10]1[C@H:11]([C:13](=[O:21])[NH:14][C:15]2[CH:16]=[CH:17][CH:18]=[CH:19][CH:20]=2)[CH2:12][N:8]([C:6]([O:5][C:1]([CH3:3])([CH3:2])[CH3:4])=[O:7])[CH2:9]1)=[O:45]. The yield is 0.800. (3) The reactants are [C:1]([C:5]1[N:10]=[C:9]([CH:11]2[CH2:14][CH2:13][CH2:12]2)[CH:8]=[C:7]([N:15]2[CH2:20][CH2:19][NH:18][CH2:17][CH2:16]2)[N:6]=1)([CH3:4])([CH3:3])[CH3:2].O=[CH:22][CH2:23][C@H:24]1[CH2:29][CH2:28][C@H:27]([NH:30][C:31](=[O:37])[O:32][C:33]([CH3:36])([CH3:35])[CH3:34])[CH2:26][CH2:25]1.CC(O)=O.[Na]. The catalyst is ClCCCl.O. The product is [C:1]([C:5]1[N:6]=[C:7]([N:15]2[CH2:20][CH2:19][N:18]([CH2:22][CH2:23][C@H:24]3[CH2:25][CH2:26][C@H:27]([NH:30][C:31](=[O:37])[O:32][C:33]([CH3:36])([CH3:35])[CH3:34])[CH2:28][CH2:29]3)[CH2:17][CH2:16]2)[CH:8]=[C:9]([CH:11]2[CH2:12][CH2:13][CH2:14]2)[N:10]=1)([CH3:4])([CH3:2])[CH3:3]. The yield is 0.860. (4) The reactants are [Cl-].O[NH3+:3].[C:4](=[O:7])([O-])[OH:5].[Na+].CS(C)=O.[CH2:13]([C:17]1[N:18]=[C:19]([CH3:47])[N:20]([C:40]2[CH:45]=[CH:44][CH:43]=[C:42]([CH3:46])[CH:41]=2)[C:21](=[O:39])[C:22]=1[CH2:23][C:24]1[CH:29]=[CH:28][C:27]([C:30]2[C:31]([C:36]#[N:37])=[CH:32][CH:33]=[CH:34][CH:35]=2)=[CH:26][C:25]=1[F:38])[CH2:14][CH2:15][CH3:16]. The catalyst is O.C(OCC)(=O)C. The product is [CH2:13]([C:17]1[N:18]=[C:19]([CH3:47])[N:20]([C:40]2[CH:45]=[CH:44][CH:43]=[C:42]([CH3:46])[CH:41]=2)[C:21](=[O:39])[C:22]=1[CH2:23][C:24]1[CH:29]=[CH:28][C:27]([C:30]2[CH:35]=[CH:34][CH:33]=[CH:32][C:31]=2[C:36]2[NH:3][C:4](=[O:7])[O:5][N:37]=2)=[CH:26][C:25]=1[F:38])[CH2:14][CH2:15][CH3:16]. The yield is 0.680. (5) The reactants are [CH2:1]([C:6]1[CH:7]=[C:8]2[C:12](=[CH:13][CH:14]=1)[NH:11][C:10]([CH:15]=[O:16])=[CH:9]2)[CH2:2][CH:3]([CH3:5])[CH3:4].CI.[C:19](=O)([O-])[O-].[K+].[K+]. The product is [CH2:1]([C:6]1[CH:7]=[C:8]2[C:12](=[CH:13][CH:14]=1)[N:11]([CH3:19])[C:10]([CH:15]=[O:16])=[CH:9]2)[CH2:2][CH:3]([CH3:5])[CH3:4]. The yield is 0.150. The catalyst is CN(C)C=O.